The task is: Predict the product of the given reaction.. This data is from Forward reaction prediction with 1.9M reactions from USPTO patents (1976-2016). (1) Given the reactants Cl.[CH3:2][O:3][C:4]([C:6]1([NH2:12])[CH2:11][CH2:10][CH2:9][CH2:8][CH2:7]1)=[O:5].C(N(CC)C(C)C)(C)C.[CH2:22]([O:26][C:27]1[CH:32]=[CH:31][C:30]([S:33](Cl)(=[O:35])=[O:34])=[CH:29][CH:28]=1)[C:23]#[C:24][CH3:25], predict the reaction product. The product is: [CH2:22]([O:26][C:27]1[CH:32]=[CH:31][C:30]([S:33]([NH:12][C:6]2([C:4]([O:3][CH3:2])=[O:5])[CH2:7][CH2:8][CH2:9][CH2:10][CH2:11]2)(=[O:35])=[O:34])=[CH:29][CH:28]=1)[C:23]#[C:24][CH3:25]. (2) Given the reactants Br.[S:2]1[CH2:5][CH:4]([NH2:6])[CH2:3]1.C(N(CC)CC)C.[CH2:14]([O:21][CH2:22][C:23]1[O:27][N:26]=[C:25]([C:28](O)=[O:29])[CH:24]=1)[C:15]1[CH:20]=[CH:19][CH:18]=[CH:17][CH:16]=1.ON1C2C=CC=CC=2N=N1.Cl.C(N=C=NCCCN(C)C)C.Cl, predict the reaction product. The product is: [S:2]1[CH2:5][CH:4]([NH:6][C:28]([C:25]2[CH:24]=[C:23]([CH2:22][O:21][CH2:14][C:15]3[CH:20]=[CH:19][CH:18]=[CH:17][CH:16]=3)[O:27][N:26]=2)=[O:29])[CH2:3]1. (3) The product is: [CH3:28][CH:13]1[CH2:14][CH2:15][CH2:9][CH2:10][CH2:11][C:12]1([C:20]1[CH:25]=[CH:24][CH:23]=[C:22]([F:26])[C:21]=1[CH3:27])[C:16]([OH:18])=[O:17]. Given the reactants FC(S(O[C:9]1[CH2:10][CH2:11][C:12]([C:20]2[CH:25]=[CH:24][CH:23]=[C:22]([F:26])[C:21]=2[CH3:27])([C:16]([O:18]C)=[O:17])[CH2:13][CH2:14][CH:15]=1)(=O)=O)(F)C.[CH:28]([O-])=O.[NH4+], predict the reaction product. (4) The product is: [CH3:30][O:1][C:2]1[N:6]=[CH:5][N:4]([CH2:7][C:8]2[CH:13]=[CH:12][C:11]([NH:14][C:15]([C:17]3[C:26]4[C:21](=[CH:22][CH:23]=[CH:24][CH:25]=4)[CH:20]=[CH:19][CH:18]=3)=[O:16])=[CH:10][CH:9]=2)[C:3]=1[C:27]([NH2:29])=[O:28]. Given the reactants [OH:1][C:2]1[N:6]=[CH:5][N:4]([CH2:7][C:8]2[CH:13]=[CH:12][C:11]([NH:14][C:15]([C:17]3[C:26]4[C:21](=[CH:22][CH:23]=[CH:24][CH:25]=4)[CH:20]=[CH:19][CH:18]=3)=[O:16])=[CH:10][CH:9]=2)[C:3]=1[C:27]([NH2:29])=[O:28].[C:30](=O)([O-])[O-].[K+].[K+].CI, predict the reaction product. (5) Given the reactants [NH2:1][C@@H:2]1[CH2:6][CH2:5][N:4]([C:7](OC(C)(C)C)=O)[CH2:3]1.C([N:16](CC)CC)C.[F:21][C:22]1[CH:23]=[CH:24][C:25]([CH3:32])=[C:26]([S:28](Cl)(=[O:30])=[O:29])[CH:27]=1.CCN(C(C)C)C(C)C.BrC#N, predict the reaction product. The product is: [C:7]([N:4]1[CH2:5][CH2:6][C@@H:2]([NH:1][S:28]([C:26]2[CH:27]=[C:22]([F:21])[CH:23]=[CH:24][C:25]=2[CH3:32])(=[O:30])=[O:29])[CH2:3]1)#[N:16].